This data is from Forward reaction prediction with 1.9M reactions from USPTO patents (1976-2016). The task is: Predict the product of the given reaction. (1) Given the reactants [F:1][C:2]1[CH:7]=[CH:6][CH:5]=[CH:4][C:3]=1[CH2:8][C:9]#[N:10].Cl.[Cl:12][CH2:13][CH2:14][N:15]([CH2:17][CH2:18]Cl)[CH3:16].[OH-].[Na+], predict the reaction product. The product is: [ClH:12].[F:1][C:2]1[CH:7]=[CH:6][CH:5]=[CH:4][C:3]=1[C:8]1([C:9]#[N:10])[CH2:18][CH2:17][N:15]([CH3:16])[CH2:14][CH2:13]1. (2) Given the reactants Br[CH2:2][CH2:3][CH2:4][CH2:5][C:6]([O-:8])=[O:7].[CH3:9][C:10]1([CH3:43])[N:14](CCCC(O)=O)[C:13](=[O:21])[N:12]([CH2:22][CH2:23][CH2:24][O:25][C:26]2[CH:38]=[CH:37][C:29]3[C:30]([C:33]([F:36])([F:35])[F:34])=[N:31][O:32][C:28]=3[C:27]=2[CH2:39][CH2:40][CH3:41])[C:11]1=[O:42], predict the reaction product. The product is: [CH3:43][C:10]1([CH3:9])[N:14]([CH:3]([CH3:2])[CH2:4][CH2:5][C:6]([OH:8])=[O:7])[C:13](=[O:21])[N:12]([CH2:22][CH2:23][CH2:24][O:25][C:26]2[CH:38]=[CH:37][C:29]3[C:30]([C:33]([F:36])([F:35])[F:34])=[N:31][O:32][C:28]=3[C:27]=2[CH2:39][CH2:40][CH3:41])[C:11]1=[O:42].